From a dataset of Full USPTO retrosynthesis dataset with 1.9M reactions from patents (1976-2016). Predict the reactants needed to synthesize the given product. (1) Given the product [Cl:1][C:2]1[CH:3]=[CH:4][C:5]([C:8]2[CH:9]=[N:10][CH:11]=[C:12]3[C:17]=2[N:16]=[C:15]([C:18]([N:54]2[CH2:59][CH2:58][O:57][CH2:56][CH2:55]2)=[O:20])[CH:14]=[CH:13]3)=[CH:6][CH:7]=1, predict the reactants needed to synthesize it. The reactants are: [Cl:1][C:2]1[CH:7]=[CH:6][C:5]([C:8]2[CH:9]=[N:10][CH:11]=[C:12]3[C:17]=2[N:16]=[C:15]([C:18]([OH:20])=O)[CH:14]=[CH:13]3)=[CH:4][CH:3]=1.C(N(CC)C(C)C)(C)C.F[P-](F)(F)(F)(F)F.N1(OC(N(C)C)=[N+](C)C)C2N=CC=CC=2N=N1.[NH:54]1[CH2:59][CH2:58][O:57][CH2:56][CH2:55]1. (2) Given the product [NH2:1][C:2]1[CH:3]=[C:4]([C:5]([N:12]2[CH2:17][CH2:16][CH2:15][C@@H:14]3[C:18]4[CH:19]=[CH:20][CH:21]=[CH:22][C:23]=4[CH2:24][C@H:13]23)=[O:7])[CH:8]=[CH:9][C:10]=1[F:11], predict the reactants needed to synthesize it. The reactants are: [NH2:1][C:2]1[CH:3]=[C:4]([CH:8]=[CH:9][C:10]=1[F:11])[C:5]([OH:7])=O.[NH:12]1[CH2:17][CH2:16][CH2:15][C@@H:14]2[C:18]3[CH:19]=[CH:20][CH:21]=[CH:22][C:23]=3[CH2:24][C@H:13]12.F[P-](F)(F)(F)(F)F.N1(OC(N(C)C)=[N+](C)C)C2N=CC=CC=2N=N1. (3) Given the product [Br:1][C:2]1[CH:3]=[C:4]([CH:9]2[C:18]3[C:13](=[CH:14][CH:15]=[N:16][C:17]=3[Cl:27])[NH:12][C:11]([CH3:20])=[C:10]2[C:21]([O:23][CH3:24])=[O:22])[CH:5]=[CH:6][C:7]=1[F:8], predict the reactants needed to synthesize it. The reactants are: [Br:1][C:2]1[CH:3]=[C:4]([CH:9]2[C:18]3[C:17](=O)[NH:16][CH:15]=[CH:14][C:13]=3[NH:12][C:11]([CH3:20])=[C:10]2[C:21]([O:23][CH3:24])=[O:22])[CH:5]=[CH:6][C:7]=1[F:8].P(Cl)(Cl)([Cl:27])=O.C(=O)([O-])[O-].[K+].[K+].ClCCl. (4) Given the product [CH3:20][C:18]1([CH2:17][C:16]([O:22][CH3:23])=[O:21])[NH:1][C:2]2[CH:6]=[C:5]([C:7]3[CH:8]=[CH:9][N:10]=[CH:11][CH:12]=3)[S:4][C:3]=2[C:13](=[O:14])[NH:15]1, predict the reactants needed to synthesize it. The reactants are: [NH2:1][C:2]1[CH:6]=[C:5]([C:7]2[CH:12]=[CH:11][N:10]=[CH:9][CH:8]=2)[S:4][C:3]=1[C:13]([NH2:15])=[O:14].[C:16]([O:22][CH3:23])(=[O:21])[CH2:17][C:18]([CH3:20])=O. (5) Given the product [Cl:30][C:27]1[CH:28]=[C:29]2[C:24](=[C:25]([Cl:31])[CH:26]=1)[CH2:23][N:22]([CH3:32])[CH2:21][CH:20]2[C:17]1[CH:16]=[CH:15][C:14]([S:11]([NH:10][CH2:9][CH2:8][O:7][CH2:6][CH2:5][O:4][CH2:3][CH2:2][NH:1][C:45](=[O:47])[C:34]([CH3:33])([CH3:55])[C:35]([NH:1][CH2:2][CH2:3][O:4][CH2:5][CH2:6][O:7][CH2:8][CH2:9][NH:10][S:11]([C:14]2[CH:15]=[CH:16][C:17]([CH:20]3[C:29]4[C:24](=[C:25]([Cl:31])[CH:26]=[C:27]([Cl:30])[CH:28]=4)[CH2:23][N:22]([CH3:32])[CH2:21]3)=[CH:18][CH:19]=2)(=[O:13])=[O:12])=[O:37])(=[O:13])=[O:12])=[CH:19][CH:18]=1, predict the reactants needed to synthesize it. The reactants are: [NH2:1][CH2:2][CH2:3][O:4][CH2:5][CH2:6][O:7][CH2:8][CH2:9][NH:10][S:11]([C:14]1[CH:19]=[CH:18][C:17]([CH:20]2[C:29]3[C:24](=[C:25]([Cl:31])[CH:26]=[C:27]([Cl:30])[CH:28]=3)[CH2:23][N:22]([CH3:32])[CH2:21]2)=[CH:16][CH:15]=1)(=[O:13])=[O:12].[CH3:33][C:34]([CH3:55])([C:45]([O:47]N1C(=O)CCC1=O)=O)[C:35]([O:37]N1C(=O)CCC1=O)=O. (6) Given the product [Cl:1][C:2]1[CH:3]=[C:4]([N:10]2[CH:18]([CH:19]3[CH2:20][CH2:21][CH2:22][CH2:23]3)[CH:17]3[C:12]([C:13]4[CH:27]=[CH:26][C:25]([C:28]([O:30][CH2:32][C:31]([O:35][CH3:36])=[O:34])=[O:29])=[CH:24][C:14]=4[CH2:15][CH2:16]3)=[N:11]2)[CH:5]=[CH:6][C:7]=1[C:8]#[N:9], predict the reactants needed to synthesize it. The reactants are: [Cl:1][C:2]1[CH:3]=[C:4]([N:10]2[CH:18]([CH:19]3[CH2:23][CH2:22][CH2:21][CH2:20]3)[CH:17]3[C:12]([C:13]4[CH:27]=[CH:26][C:25]([C:28]([OH:30])=[O:29])=[CH:24][C:14]=4[CH2:15][CH2:16]3)=[N:11]2)[CH:5]=[CH:6][C:7]=1[C:8]#[N:9].[C:31]([O:35][CH3:36])(=[O:34])[CH2:32]O. (7) The reactants are: [CH2:1]([O:8][C:9]1[CH:10]=[C:11]([CH2:15][CH2:16][NH:17][CH2:18][C:19]2[CH:24]=[CH:23][C:22]([C:25]([CH3:28])([CH3:27])[CH3:26])=[CH:21][CH:20]=2)[CH:12]=[CH:13][CH:14]=1)[C:2]1[CH:7]=[CH:6][CH:5]=[CH:4][CH:3]=1.[Cl:29][C:30]1[C:31]([F:43])=[C:32]([CH:36]=[C:37]([C:39]([F:42])([F:41])[F:40])[CH:38]=1)[C:33](O)=[O:34]. Given the product [CH2:1]([O:8][C:9]1[CH:10]=[C:11]([CH2:15][CH2:16][N:17]([CH2:18][C:19]2[CH:24]=[CH:23][C:22]([C:25]([CH3:28])([CH3:27])[CH3:26])=[CH:21][CH:20]=2)[C:33](=[O:34])[C:32]2[CH:36]=[C:37]([C:39]([F:40])([F:41])[F:42])[CH:38]=[C:30]([Cl:29])[C:31]=2[F:43])[CH:12]=[CH:13][CH:14]=1)[C:2]1[CH:3]=[CH:4][CH:5]=[CH:6][CH:7]=1, predict the reactants needed to synthesize it. (8) Given the product [CH3:56][C@@H:57]1[CH2:58][N:59]([C:7]2[CH:8]=[C:9]([F:32])[C:10]3[O:11][C:12]4[C:17](=[CH:16][C:15]([C:26]5[CH:31]=[N:30][CH:29]=[CH:28][N:27]=5)=[CH:14][CH:13]=4)[C@@:18]4([CH2:24][O:23][C:22]([NH2:25])=[N:21]4)[C:19]=3[CH:20]=2)[CH2:60][C@H:61]([CH3:63])[O:62]1, predict the reactants needed to synthesize it. The reactants are: FC(F)(F)S(O[C:7]1[CH:20]=[C:19]2[C:10]([O:11][C:12]3[CH:13]=[CH:14][C:15]([C:26]4[CH:31]=[N:30][CH:29]=[CH:28][N:27]=4)=[CH:16][C:17]=3[C@:18]32[CH2:24][O:23][C:22]([NH2:25])=[N:21]3)=[C:9]([F:32])[CH:8]=1)(=O)=O.C1(C2C=CC=CC=2)C=CC=CC=1P(C(C)(C)C)C(C)(C)C.[CH3:56][C@H:57]1[O:62][C@@H:61]([CH3:63])[CH2:60][NH:59][CH2:58]1.[Li+].C[Si]([N-][Si](C)(C)C)(C)C. (9) The reactants are: [CH:1](=[O:4])[CH2:2]O.[NH2:5][C:6]1[CH:11]=[CH:10][CH:9]=[CH:8][CH:7]=1.C(O[BH-](OC(=O)C)OC(=O)C)(=O)C.[Na+]. Given the product [C:6]1([NH:5][CH2:2][CH2:1][OH:4])[CH:11]=[CH:10][CH:9]=[CH:8][CH:7]=1, predict the reactants needed to synthesize it. (10) Given the product [C:5]([NH:9][C:10]([C:12]1[S:41][C:15]2[N:16]=[C:17]([S:39][CH3:40])[N:18]=[C:19]([C:20]3[CH:25]=[CH:24][CH:23]=[C:22]([NH:26][C:27]([NH:51][C:46]4[C:45](=[CH:50][CH:49]=[CH:48][CH:47]=4)[O:44][CH3:43])=[O:29])[CH:21]=3)[C:14]=2[C:13]=1[NH2:42])=[O:11])([CH3:6])([CH3:8])[CH3:7], predict the reactants needed to synthesize it. The reactants are: NC(N)=O.[C:5]([NH:9][C:10]([C:12]1[S:41][C:15]2[N:16]=[C:17]([S:39][CH3:40])[N:18]=[C:19]([C:20]3[CH:25]=[CH:24][CH:23]=[C:22]([NH:26][C:27]([O:29]C4C=CC([N+]([O-])=O)=CC=4)=O)[CH:21]=3)[C:14]=2[C:13]=1[NH2:42])=[O:11])([CH3:8])([CH3:7])[CH3:6].[CH3:43][O:44][C:45]1[C:46]([NH2:51])=[CH:47][CH:48]=[CH:49][CH:50]=1.